This data is from Catalyst prediction with 721,799 reactions and 888 catalyst types from USPTO. The task is: Predict which catalyst facilitates the given reaction. (1) The catalyst class is: 2. Reactant: FC(F)(F)C(O)=O.[CH3:8][NH:9][C:10]([CH:12]([NH:24][C:25](=[O:76])[C@@H:26]([NH:54][C:55](=[O:75])[C@H:56]([NH:64][C:65](=[O:74])[CH2:66][CH2:67][C:68]1[CH:73]=[CH:72][CH:71]=[CH:70][CH:69]=1)[CH2:57][C:58]1[CH:63]=[CH:62][CH:61]=[CH:60][CH:59]=1)[CH2:27][CH2:28][CH2:29][C:30]1[N:31]=[CH:32][N:33](C(C2C=CC=CC=2)(C2C=CC=CC=2)C2C=CC=CC=2)[CH:34]=1)[CH2:13][C:14]1[CH:23]=[CH:22][C:21]2[C:16](=[CH:17][CH:18]=[CH:19][CH:20]=2)[CH:15]=1)=[O:11].C([SiH](CC)CC)C. Product: [CH3:8][NH:9][C:10]([C@@H:12]([NH:24][C:25](=[O:76])[CH:26]([NH:54][C:55](=[O:75])[C@H:56]([NH:64][C:65](=[O:74])[CH2:66][CH2:67][C:68]1[CH:73]=[CH:72][CH:71]=[CH:70][CH:69]=1)[CH2:57][C:58]1[CH:59]=[CH:60][CH:61]=[CH:62][CH:63]=1)[CH2:27][CH2:28][CH2:29][C:30]1[N:31]=[CH:32][NH:33][CH:34]=1)[CH2:13][C:14]1[CH:23]=[CH:22][C:21]2[C:16](=[CH:17][CH:18]=[CH:19][CH:20]=2)[CH:15]=1)=[O:11]. (2) Reactant: [C:1]([O:5][C:6]([N:8]1[CH2:13][CH2:12][N:11]([C:14]2[CH:22]=[CH:21][CH:20]=[C:19]3[C:15]=2[CH:16]=[CH:17][NH:18]3)[CH2:10][CH2:9]1)=[O:7])([CH3:4])([CH3:3])[CH3:2].[H-].[Na+].[CH2:25](Br)[CH:26]=[CH2:27].C(OCC)(=O)C. Product: [C:1]([O:5][C:6]([N:8]1[CH2:13][CH2:12][N:11]([C:14]2[CH:22]=[CH:21][CH:20]=[C:19]3[C:15]=2[CH:16]=[CH:17][N:18]3[CH2:27][CH:26]=[CH2:25])[CH2:10][CH2:9]1)=[O:7])([CH3:4])([CH3:2])[CH3:3]. The catalyst class is: 7. (3) Reactant: [CH3:1][C:2]1[CH:7]=[CH:6][C:5]([C:8]2[CH:13]=[C:12]([C:14]([N:16]3[CH2:20][CH2:19][CH2:18][CH2:17]3)=[O:15])[CH:11]=[C:10]([C:21]([O:23]CC)=[O:22])[CH:9]=2)=[CH:4][CH:3]=1.[OH-].[Li+].CO. Product: [CH3:1][C:2]1[CH:7]=[CH:6][C:5]([C:8]2[CH:13]=[C:12]([C:14]([N:16]3[CH2:20][CH2:19][CH2:18][CH2:17]3)=[O:15])[CH:11]=[C:10]([C:21]([OH:23])=[O:22])[CH:9]=2)=[CH:4][CH:3]=1. The catalyst class is: 6. (4) Reactant: [CH3:1][N:2]([CH2:10][C:11]([NH:13][CH2:14][CH2:15][CH2:16][NH:17][C:18]1[N:19]=[C:20]([NH:29][C:30]2[CH:35]=[CH:34][CH:33]=[C:32]([CH3:36])[CH:31]=2)[C:21]2[C:27](=[O:28])[NH:26][CH:25]=[CH:24][C:22]=2[N:23]=1)=[O:12])C(=O)OC(C)(C)C.C(O)(C(F)(F)F)=O. Product: [CH3:1][NH:2][CH2:10][C:11]([NH:13][CH2:14][CH2:15][CH2:16][NH:17][C:18]1[N:19]=[C:20]([NH:29][C:30]2[CH:35]=[CH:34][CH:33]=[C:32]([CH3:36])[CH:31]=2)[C:21]2[C:27](=[O:28])[NH:26][CH:25]=[CH:24][C:22]=2[N:23]=1)=[O:12]. The catalyst class is: 4. (5) Reactant: [CH3:1][C:2]([C:15]1[C:16]([CH3:24])=[N:17][C:18]([N+:21]([O-:23])=[O:22])=[CH:19][CH:20]=1)(C(OCC)=O)[C:3]([O:5][C:6](C)(C)[CH3:7])=[O:4]. Product: [CH3:24][C:16]1[C:15]([CH:2]([CH3:1])[C:3]([O:5][CH2:6][CH3:7])=[O:4])=[CH:20][CH:19]=[C:18]([N+:21]([O-:23])=[O:22])[N:17]=1. The catalyst class is: 137. (6) Reactant: Cl[C:2]([O:4][CH2:5][CH:6]([CH3:8])[CH3:7])=[O:3].[CH3:9][C:10]1[C:11]([NH:13][C:14](=[O:17])[C:15]=1[CH3:16])=[O:12].C(N(CC)CC)C.CO. Product: [CH2:5]([O:4][C:2]([N:13]1[C:14](=[O:17])[C:15]([CH3:16])=[C:10]([CH3:9])[C:11]1=[O:12])=[O:3])[CH:6]([CH3:8])[CH3:7]. The catalyst class is: 695. (7) Reactant: [CH2:1]([O:3][C:4](=[O:30])[C:5]([NH:26][C:27](=[O:29])[CH3:28])([CH2:11][C:12]([C:14]1[CH:19]=[CH:18][C:17]([O:20][CH3:21])=[C:16]([C:22]([F:25])([F:24])[F:23])[CH:15]=1)=O)[C:6]([O:8][CH2:9][CH3:10])=[O:7])[CH3:2].C([SiH](CC)CC)C. Product: [CH2:9]([O:8][C:6](=[O:7])[C:5]([NH:26][C:27](=[O:29])[CH3:28])([CH2:11][CH2:12][C:14]1[CH:19]=[CH:18][C:17]([O:20][CH3:21])=[C:16]([C:22]([F:24])([F:25])[F:23])[CH:15]=1)[C:4]([O:3][CH2:1][CH3:2])=[O:30])[CH3:10]. The catalyst class is: 55. (8) Product: [C:3]([O:7][C:8]([N:10]([CH3:27])[C@H:11]1[CH2:15][CH2:14][N:13]([C:16]([O:18][CH2:19][C:20]2[CH:25]=[CH:24][CH:23]=[CH:22][CH:21]=2)=[O:17])[CH2:12]1)=[O:9])([CH3:6])([CH3:4])[CH3:5]. The catalyst class is: 18. Reactant: [H-].[Na+].[C:3]([O:7][C:8]([NH:10][C@H:11]1[CH2:15][CH2:14][N:13]([C:16]([O:18][CH2:19][C:20]2[CH:25]=[CH:24][CH:23]=[CH:22][CH:21]=2)=[O:17])[CH2:12]1)=[O:9])([CH3:6])([CH3:5])[CH3:4].I[CH3:27]. (9) Reactant: [CH3:1][O:2][C:3]1[CH:4]=[C:5]([CH:21]=[CH:22][C:23]=1[O:24][CH2:25][C:26]1[N:27]=[C:28]([C:32]2[CH:33]=[N:34][CH:35]=[CH:36][CH:37]=2)[O:29][C:30]=1[CH3:31])[CH2:6][O:7][C:8]1[C:12]([CH:13]=O)=[CH:11][N:10]([C:15]2[CH:20]=[CH:19][CH:18]=[CH:17][CH:16]=2)[N:9]=1.[CH2:38]([P:47](=[O:54])([O:51][CH2:52][CH3:53])[O:48][CH2:49][CH3:50])P(=O)(OCC)OCC.CN(C)C=O.[H-].[Na+]. Product: [CH3:1][O:2][C:3]1[CH:4]=[C:5]([CH:21]=[CH:22][C:23]=1[O:24][CH2:25][C:26]1[N:27]=[C:28]([C:32]2[CH:33]=[N:34][CH:35]=[CH:36][CH:37]=2)[O:29][C:30]=1[CH3:31])[CH2:6][O:7][C:8]1[C:12](/[CH:13]=[CH:38]/[P:47](=[O:54])([O:48][CH2:49][CH3:50])[O:51][CH2:52][CH3:53])=[CH:11][N:10]([C:15]2[CH:16]=[CH:17][CH:18]=[CH:19][CH:20]=2)[N:9]=1. The catalyst class is: 6.